Dataset: Catalyst prediction with 721,799 reactions and 888 catalyst types from USPTO. Task: Predict which catalyst facilitates the given reaction. (1) Reactant: [CH3:1][O:2][C:3]1[CH:8]=[CH:7][C:6]([S:9]([N:12]2[CH2:17][CH2:16][N:15]([C:18](=[S:20])[NH2:19])[CH2:14][CH2:13]2)(=[O:11])=[O:10])=[CH:5][CH:4]=1.C([O-])(O)=O.[Na+].[O:26]1[C:30]2[CH:31]=[CH:32][C:33]([CH2:35][C:36](=O)[CH2:37]Cl)=[CH:34][C:29]=2[O:28][CH2:27]1.CCCCCC.CCOC(C)=O. Product: [O:26]1[C:30]2[CH:31]=[CH:32][C:33]([CH2:35][C:36]3[N:19]=[C:18]([N:15]4[CH2:14][CH2:13][N:12]([S:9]([C:6]5[CH:5]=[CH:4][C:3]([O:2][CH3:1])=[CH:8][CH:7]=5)(=[O:10])=[O:11])[CH2:17][CH2:16]4)[S:20][CH:37]=3)=[CH:34][C:29]=2[O:28][CH2:27]1. The catalyst class is: 14. (2) Reactant: C[O:2][C:3]1[CH:4]=[C:5]2[C:10](=[CH:11][CH:12]=1)[CH:9]=[C:8]([O:13][C:14]1[CH:20]=[CH:19][C:17]([NH2:18])=[CH:16][CH:15]=1)[CH:7]=[CH:6]2.C[N:22]([CH:24]=O)C.Br[CH2:27][C:28]([C:30]1[CH:35]=[CH:34][C:33]([O:36][CH2:37][CH2:38][CH2:39][N:40]([CH2:43][CH3:44])[CH2:41][CH3:42])=[CH:32][CH:31]=1)=O. Product: [CH2:4]([C:24]1[N:18]([C:17]2[CH:19]=[CH:20][C:14]([O:13][C:8]3[CH:9]=[C:10]4[C:5](=[CH:6][CH:7]=3)[CH:4]=[C:3]([OH:2])[CH:12]=[CH:11]4)=[CH:15][CH:16]=2)[CH:27]=[C:28]([C:30]2[CH:35]=[CH:34][C:33]([O:36][CH2:37][CH2:38][CH2:39][N:40]([CH2:43][CH3:44])[CH2:41][CH3:42])=[CH:32][CH:31]=2)[N:22]=1)[CH2:3][CH2:12][CH3:11]. The catalyst class is: 238. (3) Reactant: [F:1][C:2]([F:13])([F:12])[C:3]1[CH:8]=[CH:7][C:6](B(O)O)=[CH:5][CH:4]=1.[Cl:14][C:15]1[N:20]=[C:19](Cl)[CH:18]=[CH:17][N:16]=1.C([O-])([O-])=O.[Na+].[Na+]. Product: [Cl:14][C:15]1[N:20]=[C:19]([C:6]2[CH:7]=[CH:8][C:3]([C:2]([F:13])([F:12])[F:1])=[CH:4][CH:5]=2)[CH:18]=[CH:17][N:16]=1. The catalyst class is: 398. (4) Reactant: [N:1]([CH2:4][C@H:5]1[C@H:10]([CH3:11])[CH2:9][CH2:8][N:7]([CH2:12][CH2:13][C:14]2[CH:19]=[CH:18][C:17]([F:20])=[CH:16][CH:15]=2)[CH2:6]1)=[N+]=[N-]. Product: [F:20][C:17]1[CH:18]=[CH:19][C:14]([CH2:13][CH2:12][N:7]2[CH2:8][CH2:9][C@@H:10]([CH3:11])[C@H:5]([CH2:4][NH2:1])[CH2:6]2)=[CH:15][CH:16]=1. The catalyst class is: 63. (5) The catalyst class is: 2. Reactant: [CH3:1][CH:2]([CH3:25])[CH2:3][C@H:4]([NH:13][C:14]([C:16]1[S:17][C:18]2[CH:24]=[CH:23][CH:22]=[CH:21][C:19]=2[CH:20]=1)=[O:15])[C:5]([N:7]1[CH2:12][CH2:11][NH:10][CH2:9][CH2:8]1)=[O:6].C(Cl)CCl.C1C=C2C(N(O)N=NC2=CC=1)=O.[CH3:42][C:43]([O:46][C:47]([NH:49][C@H:50]([C:53](O)=[O:54])[CH2:51][OH:52])=[O:48])([CH3:45])[CH3:44].CN1CCOCC1. Product: [S:17]1[C:18]2[CH:24]=[CH:23][CH:22]=[CH:21][C:19]=2[CH:20]=[C:16]1[C:14]([NH:13][C@@H:4]([CH2:3][CH:2]([CH3:25])[CH3:1])[C:5]([N:7]1[CH2:12][CH2:11][N:10]([C:51](=[O:52])[C@@H:50]([NH:49][C:47](=[O:48])[O:46][C:43]([CH3:42])([CH3:44])[CH3:45])[CH2:53][OH:54])[CH2:9][CH2:8]1)=[O:6])=[O:15]. (6) Reactant: C([O:8][C:9]1[C:14](=[O:15])[N:13]=[C:12]([CH2:16][C:17]2[CH:22]=[CH:21][CH:20]=[CH:19][C:18]=2Br)[N:11]2[CH2:24][CH2:25][N:26]([CH:29]([CH3:31])[CH3:30])[C:27](=[O:28])[C:10]=12)C1C=CC=CC=1.[Cl:32][C:33]1[CH:34]=[C:35](B(O)O)[CH:36]=[CH:37][C:38]=1[Cl:39].C([O-])([O-])=O.[Na+].[Na+].ClCCl. Product: [Cl:32][C:33]1[CH:34]=[C:35]([C:18]2[CH:19]=[CH:20][CH:21]=[CH:22][C:17]=2[CH2:16][C:12]2[N:11]3[CH2:24][CH2:25][N:26]([CH:29]([CH3:30])[CH3:31])[C:27](=[O:28])[C:10]3=[C:9]([OH:8])[C:14](=[O:15])[N:13]=2)[CH:36]=[CH:37][C:38]=1[Cl:39]. The catalyst class is: 694. (7) Reactant: [CH3:1][C:2]1[C:3](=[O:23])[CH2:4][CH2:5][C@@:6]2([C:13]3[CH:14]=[C:15]([CH:20]=[CH:21][CH:22]=3)[C:16]([O:18][CH3:19])=[O:17])[C:11]=1[CH2:10][CH2:9][CH2:8][C:7]2=[O:12].[BH4-].[Na+].C(O)(=O)C. Product: [OH:12][C@@H:7]1[C@:6]2([C:13]3[CH:14]=[C:15]([CH:20]=[CH:21][CH:22]=3)[C:16]([O:18][CH3:19])=[O:17])[C:11](=[C:2]([CH3:1])[C:3](=[O:23])[CH2:4][CH2:5]2)[CH2:10][CH2:9][CH2:8]1. The catalyst class is: 8. (8) Reactant: C(N(CC)CC)C.[CH2:8]([O:10][CH2:11][C:12]1[N:13]([CH2:26][C:27]#[CH:28])[C:14]2[C:19]([CH3:20])=[C:18]([CH3:21])[N:17]3[N:22]=[N:23][N:24]=[C:16]3[C:15]=2[N:25]=1)[CH3:9].[OH:29][N:30]=[C:31](Cl)[C:32]1[CH:33]=[N:34][CH:35]=[CH:36][CH:37]=1.ClN1C(=O)CCC1=O. Product: [CH2:8]([O:10][CH2:11][C:12]1[N:13]([CH2:26][C:27]2[O:29][N:30]=[C:31]([C:32]3[CH:33]=[N:34][CH:35]=[CH:36][CH:37]=3)[CH:28]=2)[C:14]2[C:19]([CH3:20])=[C:18]([CH3:21])[N:17]3[N:22]=[N:23][N:24]=[C:16]3[C:15]=2[N:25]=1)[CH3:9]. The catalyst class is: 1.